Dataset: Peptide-MHC class II binding affinity with 134,281 pairs from IEDB. Task: Regression. Given a peptide amino acid sequence and an MHC pseudo amino acid sequence, predict their binding affinity value. This is MHC class II binding data. (1) The MHC is HLA-DQA10101-DQB10501 with pseudo-sequence HLA-DQA10101-DQB10501. The binding affinity (normalized) is 0. The peptide sequence is TPAAPAGAEPAGKAT. (2) The peptide sequence is PETEKAEEVEKIEKT. The MHC is HLA-DQA10102-DQB10602 with pseudo-sequence HLA-DQA10102-DQB10602. The binding affinity (normalized) is 0.234. (3) The peptide sequence is QSCRRPNAQRFGISNYCQI. The MHC is HLA-DPA10103-DPB10401 with pseudo-sequence HLA-DPA10103-DPB10401. The binding affinity (normalized) is 0.535. (4) The peptide sequence is IVQINGRHFDLRAQG. The MHC is DRB1_0404 with pseudo-sequence DRB1_0404. The binding affinity (normalized) is 0.359. (5) The MHC is HLA-DQA10501-DQB10201 with pseudo-sequence HLA-DQA10501-DQB10201. The binding affinity (normalized) is 0.511. The peptide sequence is IFYDVFFAVANGNEL.